Dataset: Reaction yield outcomes from USPTO patents with 853,638 reactions. Task: Predict the reaction yield, written as a fraction of the theoretical maximum amount of product (1.0 means a 100% yield; for example, 0.34 means a 34% yield). (1) The reactants are [CH3:1][C:2]1([CH3:16])[C:11]2[C:6](=[CH:7][C:8]([NH:12]C(=O)C)=[CH:9][CH:10]=2)[O:5][CH2:4][CH2:3]1.[OH-].[Na+]. The catalyst is Cl. The product is [CH3:1][C:2]1([CH3:16])[C:11]2[C:6](=[CH:7][C:8]([NH2:12])=[CH:9][CH:10]=2)[O:5][CH2:4][CH2:3]1. The yield is 0.920. (2) The reactants are [Cl:1][C:2]1[CH:22]=[C:21]([Cl:23])[CH:20]=[CH:19][C:3]=1[CH2:4][N:5]1[C:9]([CH2:10][CH2:11][C:12]([OH:14])=O)=[CH:8][C:7]([O:15][CH:16]([CH3:18])[CH3:17])=[N:6]1.[CH2:24]([S:27]([NH2:30])(=[O:29])=[O:28])[CH2:25][CH3:26].N12CCCN=C1CCCCC2. The catalyst is O1CCCC1. The product is [Cl:1][C:2]1[CH:22]=[C:21]([Cl:23])[CH:20]=[CH:19][C:3]=1[CH2:4][N:5]1[C:9]([CH2:10][CH2:11][C:12]([NH:30][S:27]([CH2:24][CH2:25][CH3:26])(=[O:29])=[O:28])=[O:14])=[CH:8][C:7]([O:15][CH:16]([CH3:18])[CH3:17])=[N:6]1. The yield is 0.800. (3) The reactants are Br[C:2]1[C:11]2[C:6](=[C:7]([F:14])[CH:8]=[C:9]([O:12][CH3:13])[CH:10]=2)[N:5]=[CH:4][C:3]=1[F:15].C(=O)([O-])[O-].[K+].[K+].[CH:22](B)=[CH2:23]. The catalyst is COCCOC.O.C1C=CC([P]([Pd]([P](C2C=CC=CC=2)(C2C=CC=CC=2)C2C=CC=CC=2)([P](C2C=CC=CC=2)(C2C=CC=CC=2)C2C=CC=CC=2)[P](C2C=CC=CC=2)(C2C=CC=CC=2)C2C=CC=CC=2)(C2C=CC=CC=2)C2C=CC=CC=2)=CC=1. The product is [CH:22]([C:2]1[C:11]2[C:6](=[C:7]([F:14])[CH:8]=[C:9]([O:12][CH3:13])[CH:10]=2)[N:5]=[CH:4][C:3]=1[F:15])=[CH2:23]. The yield is 0.900. (4) The reactants are [C:1]([O:5][C:6]([N:8]1[CH2:13][CH2:12][N:11]([S:14]([C:17]2[C:22]([Cl:23])=[CH:21][CH:20]=[C:19]([NH2:24])[C:18]=2[OH:25])(=[O:16])=[O:15])[CH2:10][CH2:9]1)=[O:7])([CH3:4])([CH3:3])[CH3:2].[Cl:26][C:27]1[C:28](=[O:33])[C:29](=[O:32])[C:30]=1Cl. The catalyst is C1COCC1. The product is [C:1]([O:5][C:6]([N:8]1[CH2:9][CH2:10][N:11]([S:14]([C:17]2[C:22]([Cl:23])=[CH:21][CH:20]=[C:19]([NH:24][C:30]3[C:29](=[O:32])[C:28](=[O:33])[C:27]=3[Cl:26])[C:18]=2[OH:25])(=[O:15])=[O:16])[CH2:12][CH2:13]1)=[O:7])([CH3:4])([CH3:2])[CH3:3]. The yield is 0.890. (5) The reactants are [CH:1]1([CH:7]([NH:22][C:23]2[CH:31]=[CH:30][C:26]([C:27](O)=[O:28])=[CH:25][CH:24]=2)[C:8]2[S:16][C:15]3[C:10](=[N:11][CH:12]=[C:13]([C:17]([F:20])([F:19])[F:18])[CH:14]=3)[C:9]=2[CH3:21])[CH2:6][CH2:5][CH2:4][CH2:3][CH2:2]1.[CH3:32][NH:33][CH2:34][CH2:35][C:36]([O:38][CH2:39][CH3:40])=[O:37].O.ON1C2C=CC=CC=2N=N1.Cl.C(N=C=NCCCN(C)C)C.[Cl-].[NH4+]. The catalyst is CN(C)C=O.C(N(CC)CC)C. The product is [CH:1]1([CH:7]([NH:22][C:23]2[CH:24]=[CH:25][C:26]([C:27]([N:33]([CH3:32])[CH2:34][CH2:35][C:36]([O:38][CH2:39][CH3:40])=[O:37])=[O:28])=[CH:30][CH:31]=2)[C:8]2[S:16][C:15]3[C:10](=[N:11][CH:12]=[C:13]([C:17]([F:18])([F:19])[F:20])[CH:14]=3)[C:9]=2[CH3:21])[CH2:6][CH2:5][CH2:4][CH2:3][CH2:2]1. The yield is 0.720. (6) The reactants are [CH3:1][N:2]1[CH:6]=[CH:5][N:4]=[C:3]1[CH:7]=O.[NH2:9][CH2:10][C:11]1[CH:38]=[CH:37][C:14]([CH2:15][N:16]([CH2:27][C:28]2[NH:32][C:31]3[CH:33]=[CH:34][CH:35]=[CH:36][C:30]=3[N:29]=2)[CH:17]2[C:26]3[N:25]=[CH:24][CH:23]=[CH:22][C:21]=3[CH2:20][CH2:19][CH2:18]2)=[CH:13][CH:12]=1.[BH4-].[Na+]. The catalyst is CO. The product is [NH:29]1[C:30]2[CH:36]=[CH:35][CH:34]=[CH:33][C:31]=2[N:32]=[C:28]1[CH2:27][N:16]([CH2:15][C:14]1[CH:37]=[CH:38][C:11]([CH2:10][NH:9][CH2:7][C:3]2[N:2]([CH3:1])[CH:6]=[CH:5][N:4]=2)=[CH:12][CH:13]=1)[CH:17]1[C:26]2[N:25]=[CH:24][CH:23]=[CH:22][C:21]=2[CH2:20][CH2:19][CH2:18]1. The yield is 0.670. (7) The reactants are [CH2:1]([C@@H:8]1[C@@H:16]([CH2:17][CH2:18][CH2:19][CH3:20])[C@H:15]([CH3:21])[O:14][C:13](=[O:22])[C@@H:12]([NH:23][C:24](=[O:34])[C:25]2[C:30]([OH:31])=[C:29]([O:32][CH3:33])[CH:28]=[CH:27][N:26]=2)[CH2:11][CH2:10][CH2:9]1)[C:2]1[CH:7]=[CH:6][CH:5]=[CH:4][CH:3]=1.[C:35]([O:38][CH2:39]Br)(=[O:37])[CH3:36].C([O-])([O-])=O.[K+].[K+]. The catalyst is CC(C)=O. The product is [C:35]([O:38][CH2:39][O:31][C:30]1[C:25]([C:24](=[O:34])[NH:23][C@H:12]2[CH2:11][CH2:10][CH2:9][C@H:8]([CH2:1][C:2]3[CH:3]=[CH:4][CH:5]=[CH:6][CH:7]=3)[C@@H:16]([CH2:17][CH2:18][CH2:19][CH3:20])[C@H:15]([CH3:21])[O:14][C:13]2=[O:22])=[N:26][CH:27]=[CH:28][C:29]=1[O:32][CH3:33])(=[O:37])[CH3:36]. The yield is 0.790. (8) The reactants are [CH2:1]([C:4]1[NH:5][C:6]2[C:11]([CH:12]=1)=[C:10]([C:13]([F:16])([F:15])[F:14])[C:9]([C:17]#[N:18])=[CH:8][CH:7]=2)[CH2:2][CH3:3].C([O-])([O-])=O.[Cs+].[Cs+].Br[CH2:26][C:27]1[O:28][C:29]([C:32]([F:35])([F:34])[F:33])=[CH:30][CH:31]=1. The catalyst is C(#N)C. The product is [CH2:1]([C:4]1[N:5]([CH2:26][C:27]2[O:28][C:29]([C:32]([F:35])([F:34])[F:33])=[CH:30][CH:31]=2)[C:6]2[C:11]([CH:12]=1)=[C:10]([C:13]([F:15])([F:16])[F:14])[C:9]([C:17]#[N:18])=[CH:8][CH:7]=2)[CH2:2][CH3:3]. The yield is 0.890. (9) The reactants are [Cl:1][C:2]1[CH:3]=[C:4]([CH:7]=[C:8]([Cl:21])[C:9]=1[N:10]1[CH:20]=[C:13]2[C:14](Cl)=[N:15][CH:16]=[C:17]([Cl:18])[C:12]2=[N:11]1)[C:5]#[N:6].[Br:22][Si](C)(C)C. The catalyst is C(#N)CC. The product is [Br:22][C:14]1[C:13]2=[CH:20][N:10]([C:9]3[C:2]([Cl:1])=[CH:3][C:4]([C:5]#[N:6])=[CH:7][C:8]=3[Cl:21])[N:11]=[C:12]2[C:17]([Cl:18])=[CH:16][N:15]=1. The yield is 0.970. (10) The product is [Br:1][C:2]1[N:6]2[N:7]=[C:8]([NH:12][CH2:13][CH2:14][C:15]([CH3:18])([OH:17])[CH3:16])[CH:9]=[CH:10][C:5]2=[N:4][CH:3]=1. No catalyst specified. The reactants are [Br:1][C:2]1[N:6]2[N:7]=[C:8](F)[CH:9]=[CH:10][C:5]2=[N:4][CH:3]=1.[NH2:12][CH2:13][CH2:14][C:15]([CH3:18])([OH:17])[CH3:16]. The yield is 0.820.